This data is from Peptide-MHC class II binding affinity with 134,281 pairs from IEDB. The task is: Regression. Given a peptide amino acid sequence and an MHC pseudo amino acid sequence, predict their binding affinity value. This is MHC class II binding data. (1) The peptide sequence is WLDAKSTWYGKPTAA. The MHC is HLA-DPA10201-DPB10501 with pseudo-sequence HLA-DPA10201-DPB10501. The binding affinity (normalized) is 0.0583. (2) The peptide sequence is PVGDIYKRWIILGLNKIV. The MHC is DRB1_1101 with pseudo-sequence DRB1_1101. The binding affinity (normalized) is 0.632.